Dataset: Full USPTO retrosynthesis dataset with 1.9M reactions from patents (1976-2016). Task: Predict the reactants needed to synthesize the given product. (1) Given the product [NH2:1][C:2]1[N:3]=[C:4]([C:11]2[CH:16]=[CH:15][CH:14]=[CH:13][CH:12]=2)[C:5]([C:9]#[N:10])=[C:6]([CH:17]=[CH2:18])[N:7]=1, predict the reactants needed to synthesize it. The reactants are: [NH2:1][C:2]1[N:7]=[C:6](Cl)[C:5]([C:9]#[N:10])=[C:4]([C:11]2[CH:16]=[CH:15][CH:14]=[CH:13][CH:12]=2)[N:3]=1.[CH:17]([Sn](CCCC)(CCCC)CCCC)=[CH2:18].C(=O)([O-])[O-].[Na+].[Na+]. (2) Given the product [CH2:1]([C@H:8]([N:17]([CH2:32][C:33]1[CH:34]=[CH:35][C:36]([CH2:39][CH2:40][CH2:41][CH2:42][CH3:43])=[CH:37][CH:38]=1)[C:18](=[O:31])[CH:19]=[CH:20][C:21]1[CH:26]=[CH:25][C:24]([C:27]([F:30])([F:29])[F:28])=[CH:23][CH:22]=1)[C:9](=[O:16])[N:10]1[CH2:11][CH2:12][N:13]([CH2:50][C:45]2[CH:46]=[CH:47][CH:48]=[CH:49][N:44]=2)[CH2:14][CH2:15]1)[C:2]1[CH:7]=[CH:6][CH:5]=[CH:4][CH:3]=1, predict the reactants needed to synthesize it. The reactants are: [CH2:1]([C@H:8]([N:17]([CH2:32][C:33]1[CH:38]=[CH:37][C:36]([CH2:39][CH2:40][CH2:41][CH2:42][CH3:43])=[CH:35][CH:34]=1)[C:18](=[O:31])[CH:19]=[CH:20][C:21]1[CH:26]=[CH:25][C:24]([C:27]([F:30])([F:29])[F:28])=[CH:23][CH:22]=1)[C:9](=[O:16])[N:10]1[CH2:15][CH2:14][NH:13][CH2:12][CH2:11]1)[C:2]1[CH:7]=[CH:6][CH:5]=[CH:4][CH:3]=1.[N:44]1[CH:49]=[CH:48][CH:47]=[CH:46][C:45]=1[CH:50]=O.C(O[BH-](OC(=O)C)OC(=O)C)(=O)C.[Na+]. (3) Given the product [Br:18][C:15]1[O:14][C:13]([C:4]2[N:3]=[C:2]([Cl:1])[CH:7]=[C:6]([N:8]3[CH:12]=[CH:11][CH:10]=[N:9]3)[N:5]=2)=[CH:17][CH:16]=1, predict the reactants needed to synthesize it. The reactants are: [Cl:1][C:2]1[CH:7]=[C:6]([N:8]2[CH:12]=[CH:11][CH:10]=[N:9]2)[N:5]=[C:4]([C:13]2[O:14][CH:15]=[CH:16][CH:17]=2)[N:3]=1.[Br:18]N1C(=O)CCC1=O.O. (4) Given the product [CH3:7][C:6]([CH3:8])=[CH:5][C:4]#[C:3][C:18]#[C:19][C:20]1[CH:29]=[CH:28][C:23]([C:24]([O:26][CH3:27])=[O:25])=[CH:22][CH:21]=1, predict the reactants needed to synthesize it. The reactants are: C[Si](C)(C)[C:3]#[C:4][CH:5]=[C:6]([CH3:8])[CH3:7].C([O-])([O-])=O.[K+].[K+].Br[C:18]#[C:19][C:20]1[CH:29]=[CH:28][C:23]([C:24]([O:26][CH3:27])=[O:25])=[CH:22][CH:21]=1.N#N. (5) Given the product [CH3:1][O:2][C:3]1[CH:8]=[C:7]([O:9][CH:10]2[CH2:15][CH2:14][N:13]([CH3:16])[CH2:12][CH2:11]2)[CH:6]=[CH:5][C:4]=1[NH:17][C:21]1[N:26]=[CH:25][C:24]2=[CH:27][CH:28]=[C:29]([C:30]3[CH:35]=[CH:34][CH:33]=[CH:32][C:31]=3[N:36]([CH3:41])[S:37]([CH3:40])(=[O:39])=[O:38])[N:23]2[N:22]=1, predict the reactants needed to synthesize it. The reactants are: [CH3:1][O:2][C:3]1[CH:8]=[C:7]([O:9][CH:10]2[CH2:15][CH2:14][N:13]([CH3:16])[CH2:12][CH2:11]2)[CH:6]=[CH:5][C:4]=1[NH2:17].CS([C:21]1[N:26]=[CH:25][C:24]2=[CH:27][CH:28]=[C:29]([C:30]3[CH:35]=[CH:34][CH:33]=[CH:32][C:31]=3[N:36]([CH3:41])[S:37]([CH3:40])(=[O:39])=[O:38])[N:23]2[N:22]=1)=O. (6) Given the product [F:37][C:38]([F:46])([F:47])[C:39]1[CH:40]=[CH:41][C:42]([NH:45][CH2:48][C:27]2[CH:26]=[CH:25][C:24]([O:23][C:22]3[CH:35]=[CH:36][C:19]([C:17]([N:14]4[CH2:15][CH2:16][N:11]([CH2:1][C:2]5[CH:10]=[CH:9][C:8]6[O:7][CH2:6][O:5][C:4]=6[CH:3]=5)[CH2:12][CH2:13]4)=[O:18])=[CH:20][CH:21]=3)=[N:29][CH:28]=2)=[CH:43][CH:44]=1, predict the reactants needed to synthesize it. The reactants are: [CH2:1]([N:11]1[CH2:16][CH2:15][N:14]([C:17]([C:19]2[CH:36]=[CH:35][C:22]([O:23][C:24]3[N:29]=[CH:28][C:27](OS(C)(=O)=O)=[CH:26][CH:25]=3)=[CH:21][CH:20]=2)=[O:18])[CH2:13][CH2:12]1)[C:2]1[CH:10]=[CH:9][C:8]2[O:7][CH2:6][O:5][C:4]=2[CH:3]=1.[F:37][C:38]([F:47])([F:46])[C:39]1[CH:44]=[CH:43][C:42]([NH2:45])=[CH:41][CH:40]=1.[C:48](=O)(O)[O-].[Na+].C(OCC)(=O)C.